This data is from Catalyst prediction with 721,799 reactions and 888 catalyst types from USPTO. The task is: Predict which catalyst facilitates the given reaction. (1) Reactant: [N:1]1[C:10]2[C:5](=[CH:6][CH:7]=[CH:8][CH:9]=2)[C:4](C(O)=O)=[CH:3][CH:2]=1.[C:14]([N:21]1[CH:25]=[CH:24]N=C1)(N1C=CN=C1)=[O:15].Cl.[CH3:27][C@H:28]1[CH2:33]C[C@H](N)[CH2:30][CH2:29]1.C(N(CC)C(C)C)(C)C. Product: [CH3:27][C@H:28]1[CH2:33][CH2:24][C@H:25]([NH:21][C:14]([C:9]2[CH:8]=[CH:7][CH:6]=[C:5]3[C:10]=2[N:1]=[CH:2][CH:3]=[CH:4]3)=[O:15])[CH2:30][CH2:29]1. The catalyst class is: 695. (2) Reactant: [CH:1]1([N:4]([CH2:7][C:8]2[CH:13]=[CH:12][C:11]([C:14]#[C:15][C:16]3[CH:26]=[CH:25][C:19]([C:20]([O:22]CC)=[O:21])=[CH:18][CH:17]=3)=[CH:10][C:9]=2[CH:27]([CH3:29])[CH3:28])[CH2:5][CH3:6])[CH2:3][CH2:2]1.[OH-].[Na+]. Product: [CH:1]1([N:4]([CH2:7][C:8]2[CH:13]=[CH:12][C:11]([C:14]#[C:15][C:16]3[CH:26]=[CH:25][C:19]([C:20]([OH:22])=[O:21])=[CH:18][CH:17]=3)=[CH:10][C:9]=2[CH:27]([CH3:28])[CH3:29])[CH2:5][CH3:6])[CH2:2][CH2:3]1. The catalyst class is: 199. (3) Reactant: S(=O)(=O)(O)O.C(OCC)(=O)C.[CH:12]1[CH:13]=[CH:14][C:15]([C@@H:18]2[N:27]([C:28]([O:30][C@@H:31]3[CH:36]4[CH2:37][CH2:38][N:33]([CH2:34][CH2:35]4)[CH2:32]3)=[O:29])[CH2:26][CH2:25][C:24]3[CH:23]=[CH:22][CH:21]=[CH:20][C:19]2=3)=[CH:16][CH:17]=1.S([O-])(O)(=O)=O. Product: [CH:12]1[CH:17]=[CH:16][C:15]([C@@H:18]2[N:27]([C:28]([O:30][C@@H:31]3[CH:36]4[CH2:35][CH2:34][N:33]([CH2:38][CH2:37]4)[CH2:32]3)=[O:29])[CH2:26][CH2:25][C:24]3[CH:23]=[CH:22][CH:21]=[CH:20][C:19]2=3)=[CH:14][CH:13]=1. The catalyst class is: 8.